From a dataset of CYP3A4 inhibition data for predicting drug metabolism from PubChem BioAssay. Regression/Classification. Given a drug SMILES string, predict its absorption, distribution, metabolism, or excretion properties. Task type varies by dataset: regression for continuous measurements (e.g., permeability, clearance, half-life) or binary classification for categorical outcomes (e.g., BBB penetration, CYP inhibition). Dataset: cyp3a4_veith. (1) The molecule is Cc1ccc(C)c(Nc2c([N+](=O)[O-])cc([N+](=O)[O-])c3cccnc23)c1. The result is 0 (non-inhibitor). (2) The molecule is CCOC(=O)N1CCC(NC(=O)C2CCN(S(=O)(=O)N3CCCC3)CC2)CC1. The result is 0 (non-inhibitor). (3) The drug is CN(C)CCCN1CC(C(=O)O)CC1=O. The result is 0 (non-inhibitor). (4) The molecule is CCOC(=O)N1CCN(Cc2nc(-c3ccc(Cl)cc3)no2)CC1. The result is 0 (non-inhibitor). (5) The result is 1 (inhibitor). The drug is COc1ccc(CCNC(=O)c2ccc3c(=O)n(Cc4ccco4)c(=S)[nH]c3c2)cc1OC.